Task: Predict the reaction yield, written as a fraction of the theoretical maximum amount of product (1.0 means a 100% yield; for example, 0.34 means a 34% yield).. Dataset: Reaction yield outcomes from USPTO patents with 853,638 reactions (1) The reactants are [CH2:1]([O:8][C:9]([N:11]1[CH2:16][CH2:15][CH:14]([C:17](=[O:26])[NH:18][C:19]2[CH:24]=[C:23](Cl)[N:22]=[CH:21][N:20]=2)[CH2:13][CH2:12]1)=[O:10])[C:2]1[CH:7]=[CH:6][CH:5]=[CH:4][CH:3]=1.[CH3:27][O:28][C:29]1[CH:34]=[CH:33][CH:32]=[CH:31][C:30]=1B(O)O.C1(P(C2C=CC=CC=2)C2C=CC=CC=2)C=CC=CC=1. The catalyst is C(=O)([O-])[O-].[Na+].[Na+].O1CCOCC1.C([O-])(=O)C.[Pd+2].C([O-])(=O)C. The product is [CH2:1]([O:8][C:9]([N:11]1[CH2:16][CH2:15][CH:14]([C:17](=[O:26])[NH:18][C:19]2[CH:24]=[C:23]([C:30]3[CH:31]=[CH:32][CH:33]=[CH:34][C:29]=3[O:28][CH3:27])[N:22]=[CH:21][N:20]=2)[CH2:13][CH2:12]1)=[O:10])[C:2]1[CH:7]=[CH:6][CH:5]=[CH:4][CH:3]=1. The yield is 0.530. (2) The reactants are [CH3:1][C:2]([C:8]1[CH:13]=[CH:12][CH:11]=[CH:10][CH:9]=1)([CH3:7])[CH2:3][C:4]([OH:6])=O.[OH:14][C:15]1[C:23]2N=NNC=2C=C[CH:16]=1.[CH3:24]N1CCOCC1.[CH3:31]/[C:32](=[CH:38]\[C@@H:39]([N:43]([CH3:53])[C:44](=[O:52])[C@H:45]([C:47]([CH3:51])([CH2:49][CH3:50])[CH3:48])[NH2:46])[CH:40]([CH3:42])[CH3:41])/[C:33]([O:35][CH2:36][CH3:37])=[O:34].[CH3:54][N:55](C)[CH:56]=[O:57]. No catalyst specified. The product is [C:15]([O:14][C:56]([N:55]([CH3:54])[C@H:3]([C:4]([NH:46][C@H:45]([C:44]([N:43]([C@@H:39]([CH:40]([CH3:41])[CH3:42])/[CH:38]=[C:32](\[CH3:31])/[C:33]([O:35][CH2:36][CH3:37])=[O:34])[CH3:53])=[O:52])[C:47]([CH3:51])([CH2:49][CH3:50])[CH3:48])=[O:6])[C:2]([CH3:1])([CH3:7])[C:8]1[CH:13]=[CH:12][CH:11]=[CH:10][CH:9]=1)=[O:57])([CH3:16])([CH3:23])[CH3:24]. The yield is 0.510. (3) The reactants are [NH:1]1[CH2:9][CH2:8][CH:4]([C:5]([NH2:7])=[O:6])[CH2:3][CH2:2]1.[Cl:10][C:11]1[CH:12]=[N:13][CH:14]=[C:15]([Cl:18])[C:16]=1Cl.C(N(CC)CC)C. The catalyst is CN1C(=O)CCC1. The product is [Cl:10][C:11]1[CH:12]=[N:13][CH:14]=[C:15]([Cl:18])[C:16]=1[N:1]1[CH2:9][CH2:8][CH:4]([C:5]([NH2:7])=[O:6])[CH2:3][CH2:2]1. The yield is 0.830. (4) The product is [Br:1][C:2]1[C:3]([S:21][C:18]([CH3:20])([CH3:19])[CH3:17])=[C:4]([CH:7]=[CH:8][CH:9]=1)[CH:5]=[O:6]. The yield is 0.980. The reactants are [Br:1][C:2]1[C:3](F)=[C:4]([CH:7]=[CH:8][CH:9]=1)[CH:5]=[O:6].C(=O)([O-])[O-].[K+].[K+].[CH3:17][C:18]([SH:21])([CH3:20])[CH3:19].O. The catalyst is CN(C=O)C.